This data is from Full USPTO retrosynthesis dataset with 1.9M reactions from patents (1976-2016). The task is: Predict the reactants needed to synthesize the given product. (1) Given the product [Cl:1][C:2]1[CH:3]=[CH:4][C:5]([O:21][CH2:22][CH:23]([CH3:28])[CH3:24])=[C:6]([CH2:8][C:9]2[S:10][CH:11]=[C:12]([C:14](/[N:16]=[C:17](/[N:18]([CH3:20])[CH3:19])\[CH3:30])=[O:15])[N:13]=2)[CH:7]=1, predict the reactants needed to synthesize it. The reactants are: [Cl:1][C:2]1[CH:3]=[CH:4][C:5]([O:21][CH2:22][C:23]2[CH:28]=CC=C[CH:24]=2)=[C:6]([CH2:8][C:9]2[S:10][CH:11]=[C:12]([C:14](/[N:16]=[CH:17]/[N:18]([CH3:20])[CH3:19])=[O:15])[N:13]=2)[CH:7]=1.Cl[C:30]1C=CC(OCC(C)C)=C(CC2SC=C(C(N)=O)N=2)C=1.COC(OC)(N(C)C)C. (2) Given the product [F:1][C:2]([F:43])([F:42])[C:3]1[CH:4]=[C:5]([CH:39]=[CH:40][CH:41]=1)[CH2:6][NH:7][C:8](=[O:38])[C:9]1[CH:14]=[CH:13][N:12]=[C:11]([C:15]2[CH:20]=[C:19]([N:21]3[CH2:26][CH2:25][CH2:24][CH2:23][CH2:22]3)[CH:18]=[CH:17][C:16]=2[NH:27][C:28](=[O:37])[C:29]2([CH2:35][NH:45][CH3:44])[CH:34]=[CH:33][CH:32]=[CH:31][NH:30]2)[CH:10]=1, predict the reactants needed to synthesize it. The reactants are: [F:1][C:2]([F:43])([F:42])[C:3]1[CH:4]=[C:5]([CH:39]=[CH:40][CH:41]=1)[CH2:6][NH:7][C:8](=[O:38])[C:9]1[CH:14]=[CH:13][N:12]=[C:11]([C:15]2[CH:20]=[C:19]([N:21]3[CH2:26][CH2:25][CH2:24][CH2:23][CH2:22]3)[CH:18]=[CH:17][C:16]=2[NH:27][C:28](=[O:37])[C:29]2([CH2:35]Cl)[CH:34]=[CH:33][CH:32]=[CH:31][NH:30]2)[CH:10]=1.[CH3:44][NH2:45]. (3) Given the product [CH3:27][C:2]([CH3:1])([CH3:28])[CH2:3][NH:4][C:5]([C:7]1[CH:8]=[C:9]([C:23]([O:25][CH3:26])=[O:24])[C:10]([C:13]2[CH:14]=[C:15]([C:20]([NH:50][CH2:51][CH2:52][OH:53])=[O:22])[CH:16]=[CH:17][C:18]=2[CH3:19])=[CH:11][CH:12]=1)=[O:6], predict the reactants needed to synthesize it. The reactants are: [CH3:1][C:2]([CH3:28])([CH3:27])[CH2:3][NH:4][C:5]([C:7]1[CH:12]=[CH:11][C:10]([C:13]2[C:18]([CH3:19])=[CH:17][CH:16]=[C:15]([C:20]([OH:22])=O)[CH:14]=2)=[C:9]([C:23]([O:25][CH3:26])=[O:24])[CH:8]=1)=[O:6].C(Cl)CCl.C1C=CC2N(O)N=NC=2C=1.CCN(CC)CC.[NH2:50][CH2:51][CH2:52][OH:53]. (4) Given the product [Cl:1][C:2]1[CH:25]=[CH:24][C:5]([CH2:6][C:7]2[C:11](=[O:12])[N:10]([C:13]3[S:14][C:15]([C:19]([OH:21])=[O:20])=[C:16]([CH3:18])[N:17]=3)[NH:9][C:8]=2[CH3:23])=[CH:4][CH:3]=1, predict the reactants needed to synthesize it. The reactants are: [Cl:1][C:2]1[CH:25]=[CH:24][C:5]([CH2:6][C:7]2[C:11](=[O:12])[N:10]([C:13]3[S:14][C:15]([C:19]([O:21]C)=[O:20])=[C:16]([CH3:18])[N:17]=3)[NH:9][C:8]=2[CH3:23])=[CH:4][CH:3]=1.O.[OH-].[Li+].